From a dataset of Forward reaction prediction with 1.9M reactions from USPTO patents (1976-2016). Predict the product of the given reaction. (1) Given the reactants [NH2:1][C:2]1[CH:3]=[N:4][N:5]([CH3:22])[C:6]=1[N:7]1[CH2:12][CH2:11][N:10](C(OC(C)(C)C)=O)[CH2:9][C@H:8]1[CH2:20][CH3:21].C(OC([NH:30][C:31]1[S:35][C:34]([C:36]2[C:41]([F:42])=[CH:40][CH:39]=[CH:38][C:37]=2[F:43])=[N:33][C:32]=1[C:44](O)=[O:45])=O)(C)(C)C, predict the reaction product. The product is: [NH2:30][C:31]1[S:35][C:34]([C:36]2[C:41]([F:42])=[CH:40][CH:39]=[CH:38][C:37]=2[F:43])=[N:33][C:32]=1[C:44]([NH:1][C:2]1[CH:3]=[N:4][N:5]([CH3:22])[C:6]=1[N:7]1[CH2:12][CH2:11][NH:10][CH2:9][C@H:8]1[CH2:20][CH3:21])=[O:45]. (2) Given the reactants C([O:3][C:4]([N:6]1[C:15]2[C:10](=[N:11][C:12]([O:16][CH3:17])=[CH:13][CH:14]=2)[C@H:9]([C:18]2[C:23]([CH2:24][C:25]3[CH:30]=[C:29]([C:31]([F:34])([F:33])[F:32])[CH:28]=[C:27]([C:35]([F:38])([F:37])[F:36])[CH:26]=3)=[CH:22][C:21]([C:39]#[N:40])=[CH:20][N:19]=2)[CH2:8][C@@:7]1([NH2:43])[CH2:41][CH3:42])=O)C.[Cl-].[OH:45][NH3+:46].[CH2:47](N(CC)CC)[CH3:48].[OH2:54], predict the reaction product. The product is: [CH2:47]([O:54][C:4]([N:6]1[C:15]2[C:10](=[N:11][C:12]([O:16][CH3:17])=[CH:13][CH:14]=2)[C@H:9]([C:18]2[C:23]([CH2:24][C:25]3[CH:30]=[C:29]([C:31]([F:32])([F:33])[F:34])[CH:28]=[C:27]([C:35]([F:38])([F:37])[F:36])[CH:26]=3)=[CH:22][C:21]([C:39](=[NH:40])[NH:46][OH:45])=[CH:20][N:19]=2)[CH2:8][C@@:7]1([NH2:43])[CH2:41][CH3:42])=[O:3])[CH3:48]. (3) Given the reactants [CH3:1][C:2]1[CH:10]=[CH:9][C:5]([C:6]([OH:8])=O)=[CH:4][C:3]=1[N+:11]([O-:13])=[O:12].S(Cl)(Cl)=O.C1COCC1.[CH2:23]([NH:25][CH2:26][CH3:27])[CH3:24], predict the reaction product. The product is: [CH2:23]([N:25]([CH2:26][CH3:27])[C:6](=[O:8])[C:5]1[CH:9]=[CH:10][C:2]([CH3:1])=[C:3]([N+:11]([O-:13])=[O:12])[CH:4]=1)[CH3:24]. (4) Given the reactants [N:1]([C@@H:4]1[C@H:8]([O:9][Si](C(C)(C)C)(C)C)[C@@H:7]([CH2:17][S:18][CH3:19])[O:6][C@H:5]1[N:20]1[CH:28]=[N:27][C:26]2[C:21]1=[N:22][CH:23]=[N:24][C:25]=2[NH2:29])=[N+:2]=[N-:3].N, predict the reaction product. The product is: [NH2:29][C:25]1[N:24]=[CH:23][N:22]=[C:21]2[C:26]=1[N:27]=[CH:28][N:20]2[C@@H:5]1[O:6][C@H:7]([CH2:17][S:18][CH3:19])[C@@H:8]([OH:9])[C@H:4]1[N:1]=[N+:2]=[N-:3]. (5) Given the reactants [CH3:1][C:2]1[C:6]([C:7]2[CH:14]=[C:13]([N+:15]([O-])=O)[C:10]([NH:11][CH3:12])=[C:9]([I:18])[CH:8]=2)=[C:5]([CH3:19])[O:4][N:3]=1.CCO.[Sn](Cl)Cl, predict the reaction product. The product is: [CH3:1][C:2]1[C:6]([C:7]2[CH:14]=[C:13]([NH2:15])[C:10]([NH:11][CH3:12])=[C:9]([I:18])[CH:8]=2)=[C:5]([CH3:19])[O:4][N:3]=1.